Regression. Given a peptide amino acid sequence and an MHC pseudo amino acid sequence, predict their binding affinity value. This is MHC class I binding data. From a dataset of Peptide-MHC class I binding affinity with 185,985 pairs from IEDB/IMGT. The peptide sequence is TKEYKNVEI. The MHC is Mamu-B08 with pseudo-sequence Mamu-B08. The binding affinity (normalized) is 0.